This data is from NCI-60 drug combinations with 297,098 pairs across 59 cell lines. The task is: Regression. Given two drug SMILES strings and cell line genomic features, predict the synergy score measuring deviation from expected non-interaction effect. (1) Drug 1: CC1CCC2CC(C(=CC=CC=CC(CC(C(=O)C(C(C(=CC(C(=O)CC(OC(=O)C3CCCCN3C(=O)C(=O)C1(O2)O)C(C)CC4CCC(C(C4)OC)O)C)C)O)OC)C)C)C)OC. Drug 2: CCN(CC)CCNC(=O)C1=C(NC(=C1C)C=C2C3=C(C=CC(=C3)F)NC2=O)C. Cell line: K-562. Synergy scores: CSS=-1.29, Synergy_ZIP=0.0629, Synergy_Bliss=-0.532, Synergy_Loewe=-3.11, Synergy_HSA=-2.07. (2) Drug 1: CC1OCC2C(O1)C(C(C(O2)OC3C4COC(=O)C4C(C5=CC6=C(C=C35)OCO6)C7=CC(=C(C(=C7)OC)O)OC)O)O. Drug 2: CC(C)NC(=O)C1=CC=C(C=C1)CNNC.Cl. Cell line: NCIH23. Synergy scores: CSS=45.6, Synergy_ZIP=-3.71, Synergy_Bliss=-3.75, Synergy_Loewe=-30.9, Synergy_HSA=-3.54. (3) Drug 1: CC1=C2C(C(=O)C3(C(CC4C(C3C(C(C2(C)C)(CC1OC(=O)C(C(C5=CC=CC=C5)NC(=O)OC(C)(C)C)O)O)OC(=O)C6=CC=CC=C6)(CO4)OC(=O)C)O)C)O. Drug 2: CN1C2=C(C=C(C=C2)N(CCCl)CCCl)N=C1CCCC(=O)O.Cl. Cell line: NCI/ADR-RES. Synergy scores: CSS=2.34, Synergy_ZIP=-3.65, Synergy_Bliss=-8.24, Synergy_Loewe=-1.95, Synergy_HSA=-6.04. (4) Drug 1: C1=NNC2=C1C(=O)NC=N2. Drug 2: N.N.Cl[Pt+2]Cl. Cell line: KM12. Synergy scores: CSS=22.7, Synergy_ZIP=-1.47, Synergy_Bliss=2.40, Synergy_Loewe=-3.71, Synergy_HSA=1.19. (5) Drug 1: C1CCC(C1)C(CC#N)N2C=C(C=N2)C3=C4C=CNC4=NC=N3. Drug 2: C1CN(P(=O)(OC1)NCCCl)CCCl. Cell line: HS 578T. Synergy scores: CSS=14.2, Synergy_ZIP=5.90, Synergy_Bliss=11.1, Synergy_Loewe=4.88, Synergy_HSA=5.06. (6) Drug 1: C1CC(C1)(C2=CC=C(C=C2)C3=C(C=C4C(=N3)C=CN5C4=NNC5=O)C6=CC=CC=C6)N. Drug 2: CC1(CCCN1)C2=NC3=C(C=CC=C3N2)C(=O)N. Cell line: NCI-H460. Synergy scores: CSS=16.8, Synergy_ZIP=-4.23, Synergy_Bliss=-3.37, Synergy_Loewe=-10.1, Synergy_HSA=-1.26. (7) Drug 1: CC(CN1CC(=O)NC(=O)C1)N2CC(=O)NC(=O)C2. Drug 2: N.N.Cl[Pt+2]Cl. Cell line: MCF7. Synergy scores: CSS=16.7, Synergy_ZIP=-4.72, Synergy_Bliss=4.53, Synergy_Loewe=-0.383, Synergy_HSA=0.418.